This data is from Forward reaction prediction with 1.9M reactions from USPTO patents (1976-2016). The task is: Predict the product of the given reaction. Given the reactants [Br:1][C:2]1[C:10]2[C:5](=[CH:6][C:7]([C:11]3[CH:16]=[CH:15][C:14]([O:17][CH3:18])=[CH:13][CH:12]=3)=[CH:8][CH:9]=2)[N:4]([C:19]2[CH:24]=[C:23](Cl)[N:22]=[CH:21][N:20]=2)[CH:3]=1.Cl.[CH3:27][NH2:28], predict the reaction product. The product is: [Br:1][C:2]1[C:10]2[C:5](=[CH:6][C:7]([C:11]3[CH:16]=[CH:15][C:14]([O:17][CH3:18])=[CH:13][CH:12]=3)=[CH:8][CH:9]=2)[N:4]([C:19]2[N:20]=[CH:21][N:22]=[C:23]([NH:28][CH3:27])[CH:24]=2)[CH:3]=1.